Dataset: Forward reaction prediction with 1.9M reactions from USPTO patents (1976-2016). Task: Predict the product of the given reaction. Given the reactants Br[C:2]1[CH:7]=[CH:6][C:5]([Br:8])=[CH:4][N:3]=1.[C:9]1(B(O)O)[CH:14]=[CH:13][CH:12]=[CH:11][CH:10]=1.C(=O)([O-])[O-].[K+].[K+], predict the reaction product. The product is: [C:9]1([C:2]2[CH:7]=[CH:6][C:5]([Br:8])=[CH:4][N:3]=2)[CH:14]=[CH:13][CH:12]=[CH:11][CH:10]=1.